Task: Predict the reactants needed to synthesize the given product.. Dataset: Full USPTO retrosynthesis dataset with 1.9M reactions from patents (1976-2016) (1) Given the product [CH2:9]=[O:10].[C:3]1([C:26]2[CH:31]=[CH:30][CH:29]=[CH:28][CH:27]=2)[CH:4]=[CH:5][C:6]([C:9]([N:11]2[CH2:17][C:16]3[CH:18]=[CH:19][CH:20]=[N:21][C:15]=3[N:14]([CH3:32])[C:13]3[CH:22]=[CH:23][CH:24]=[CH:25][C:12]2=3)=[O:10])=[CH:7][CH:8]=1, predict the reactants needed to synthesize it. The reactants are: [H-].[Na+].[C:3]1([C:26]2[CH:31]=[CH:30][CH:29]=[CH:28][CH:27]=2)[CH:8]=[CH:7][C:6]([C:9]([N:11]2[CH2:17][C:16]3[CH:18]=[CH:19][CH:20]=[N:21][C:15]=3[NH:14][C:13]3[CH:22]=[CH:23][CH:24]=[CH:25][C:12]2=3)=[O:10])=[CH:5][CH:4]=1.[CH3:32]I. (2) Given the product [CH3:25][NH:26][CH:16]1[CH2:17][CH2:18][C:13]([C:8]2[C:7]3[C:11](=[CH:12][C:4]([N+:1]([O-:3])=[O:2])=[CH:5][CH:6]=3)[NH:10][CH:9]=2)=[CH:14][CH2:15]1, predict the reactants needed to synthesize it. The reactants are: [N+:1]([C:4]1[CH:12]=[C:11]2[C:7]([C:8]([C:13]3[CH2:18][CH2:17][C:16](=O)[CH2:15][CH:14]=3)=[CH:9][NH:10]2)=[CH:6][CH:5]=1)([O-:3])=[O:2].CC(O)=O.Cl.[CH3:25][NH2:26].[OH-].[Na+]. (3) Given the product [Cl:1][C:2]1[N:10]=[C:9]([CH3:11])[CH:8]=[CH:7][C:3]=1[C:4]([N:14]([O:15][CH3:16])[CH3:13])=[O:5], predict the reactants needed to synthesize it. The reactants are: [Cl:1][C:2]1[N:10]=[C:9]([CH3:11])[CH:8]=[CH:7][C:3]=1[C:4](O)=[O:5].Cl.[CH3:13][NH:14][O:15][CH3:16].CCN=C=NCCCN(C)C.C1C=CC2N(O)N=NC=2C=1.CCN(C(C)C)C(C)C. (4) Given the product [C:55]([O:54][C:53]([NH:52][CH2:51][C:50]1[CH:49]=[C:48]([CH:45]2[CH2:46][CH2:47][N:42]([C:15]([C:14]3[CH:13]=[C:12]([CH:20]=[CH:19][CH:18]=3)/[CH:11]=[CH:10]/[B:2]([OH:1])[OH:3])=[O:17])[CH2:43][CH2:44]2)[CH:62]=[CH:61][CH:60]=1)=[O:59])([CH3:58])([CH3:56])[CH3:57], predict the reactants needed to synthesize it. The reactants are: [O:1]1C2C=CC=CC=2[O:3][B:2]1/[CH:10]=[CH:11]/[C:12]1[CH:13]=[C:14]([CH:18]=[CH:19][CH:20]=1)[C:15]([OH:17])=O.C1C=CC2N(O)N=NC=2C=1.CCN=C=NCCCN(C)C.[NH:42]1[CH2:47][CH2:46][CH:45]([C:48]2[CH:49]=[C:50]([CH:60]=[CH:61][CH:62]=2)[CH2:51][NH:52][C:53](=[O:59])[O:54][C:55]([CH3:58])([CH3:57])[CH3:56])[CH2:44][CH2:43]1.CCN(C(C)C)C(C)C.